Predict which catalyst facilitates the given reaction. From a dataset of Catalyst prediction with 721,799 reactions and 888 catalyst types from USPTO. (1) Reactant: C[O:2][C:3](=[O:12])[CH2:4][C@@H:5]([C:10]#[N:11])[CH2:6][CH:7]([CH3:9])[CH3:8].[OH-].[K+]. Product: [CH3:9][CH:7]([CH2:6][C@H:5]([CH2:10][NH2:11])[CH2:4][C:3]([OH:12])=[O:2])[CH3:8]. The catalyst class is: 227. (2) Reactant: C(OC([NH:8][CH2:9][C:10]1[CH:47]=[CH:46][C:13]2[N:14]([CH2:35][CH2:36][CH2:37][CH2:38][O:39][C:40](=[O:45])[C:41]([CH3:44])([CH3:43])[CH3:42])[C:15]([CH2:17][N:18]3[C:27]4[C:22](=[CH:23][CH:24]=[CH:25][CH:26]=4)[C:21](=[O:28])[N:20]([CH2:29][C:30]([F:33])([F:32])[F:31])[C:19]3=[O:34])=[N:16][C:12]=2[CH:11]=1)=O)(C)(C)C.C(O)(C(F)(F)F)=O.Cl.O1CCOCC1. Product: [NH2:8][CH2:9][C:10]1[CH:47]=[CH:46][C:13]2[N:14]([CH2:35][CH2:36][CH2:37][CH2:38][O:39][C:40](=[O:45])[C:41]([CH3:43])([CH3:44])[CH3:42])[C:15]([CH2:17][N:18]3[C:27]4[C:22](=[CH:23][CH:24]=[CH:25][CH:26]=4)[C:21](=[O:28])[N:20]([CH2:29][C:30]([F:33])([F:31])[F:32])[C:19]3=[O:34])=[N:16][C:12]=2[CH:11]=1. The catalyst class is: 4. (3) The catalyst class is: 1. Reactant: [CH2:1]([Li])CCC.C(NC(C)C)(C)C.[Si:13]([O:20][CH:21]1[CH2:26][CH2:25][CH:24]([C:27]([O:29][CH2:30][CH3:31])=[O:28])[CH2:23][CH2:22]1)([C:16]([CH3:19])([CH3:18])[CH3:17])([CH3:15])[CH3:14].CI. Product: [Si:13]([O:20][CH:21]1[CH2:22][CH2:23][C:24]([CH3:1])([C:27]([O:29][CH2:30][CH3:31])=[O:28])[CH2:25][CH2:26]1)([C:16]([CH3:19])([CH3:18])[CH3:17])([CH3:15])[CH3:14]. (4) Reactant: [Br:1][C:2]1[CH:7]=[CH:6][N:5]=[C:4]([C:8]([NH2:10])=O)[CH:3]=1. Product: [Br:1][C:2]1[CH:7]=[CH:6][N:5]=[C:4]([CH2:8][NH2:10])[CH:3]=1. The catalyst class is: 1. (5) Reactant: [F:1][C:2]([F:13])([F:12])[C:3]1[N:8]=[CH:7][C:6]([CH2:9][C:10]#[N:11])=[CH:5][N:4]=1.Br[CH2:15][CH2:16][O:17][CH3:18].CC([O-])(C)C.[K+]. Product: [CH3:18][O:17][CH2:16][CH2:15][CH:9]([C:6]1[CH:7]=[N:8][C:3]([C:2]([F:1])([F:12])[F:13])=[N:4][CH:5]=1)[C:10]#[N:11]. The catalyst class is: 12.